From a dataset of Forward reaction prediction with 1.9M reactions from USPTO patents (1976-2016). Predict the product of the given reaction. (1) Given the reactants [F:1][C:2]1[CH:7]=[CH:6][C:5]([N:8]2[CH:13]=[C:12]([CH3:14])[CH:11]=[C:10]([C:15]([O:17][CH2:18][CH3:19])=[O:16])[C:9]2=[O:20])=[CH:4][CH:3]=1.C1C(=O)N(Br)C(=O)C1.CC(N=NC(C#N)(C)C)(C#N)C.[NH:41]1[CH2:46][CH2:45][O:44][CH2:43][CH2:42]1.C([O-])([O-])=O.[K+].[K+], predict the reaction product. The product is: [F:1][C:2]1[CH:7]=[CH:6][C:5]([N:8]2[CH:13]=[C:12]([CH2:14][N:41]3[CH2:46][CH2:45][O:44][CH2:43][CH2:42]3)[CH:11]=[C:10]([C:15]([O:17][CH2:18][CH3:19])=[O:16])[C:9]2=[O:20])=[CH:4][CH:3]=1. (2) Given the reactants [C:1]([C:3]1[C:7]([C:8]2[CH:13]=[CH:12][CH:11]=[CH:10][CH:9]=2)=[CH:6][N:5]([C:14]2[CH:15]=[C:16]([CH:20]=[CH:21][N:22]=2)[C:17]([NH2:19])=O)[CH:4]=1)#[N:2].[N-:23]=[N+:24]=[N-:25].[Na+].C(#N)C.Cl[Si](Cl)(Cl)Cl, predict the reaction product. The product is: [C:8]1([C:7]2[C:3]([C:1]#[N:2])=[CH:4][N:5]([C:14]3[CH:15]=[C:16]([C:17]4[NH:25][N:24]=[N:23][N:19]=4)[CH:20]=[CH:21][N:22]=3)[CH:6]=2)[CH:13]=[CH:12][CH:11]=[CH:10][CH:9]=1. (3) The product is: [CH2:26]([C:29]1[N:33]([CH:2]([C:4]2[CH:21]=[CH:20][C:7]3/[C:8](=[CH:17]/[C:18]#[N:19])/[C:9]4[CH:16]=[CH:15][CH:14]=[CH:13][C:10]=4[CH2:11][CH2:12][C:6]=3[CH:5]=2)[CH3:3])[C:32]2[CH:34]=[CH:35][CH:36]=[C:37]([CH3:38])[C:31]=2[N:30]=1)[CH2:27][CH3:28]. Given the reactants O[CH:2]([C:4]1[CH:21]=[CH:20][C:7]2/[C:8](=[CH:17]/[C:18]#[N:19])/[C:9]3[CH:16]=[CH:15][CH:14]=[CH:13][C:10]=3[CH2:11][CH2:12][C:6]=2[CH:5]=1)[CH3:3].B(Br)(Br)Br.[CH2:26]([C:29]1[NH:30][C:31]2[C:37]([CH3:38])=[CH:36][CH:35]=[CH:34][C:32]=2[N:33]=1)[CH2:27][CH3:28].C(=O)([O-])[O-].[K+].[K+], predict the reaction product. (4) Given the reactants [CH2:1]([O:3][CH2:4][C:5](=O)[CH:6]([C:9]1[CH:14]=[CH:13][C:12](C)=[CH:11][CH:10]=1)[C:7]#[N:8])C.O.[NH2:18][NH2:19].[C:20]([OH:23])(=O)C, predict the reaction product. The product is: [CH3:1][O:3][CH2:4][C:5]1[C:6]([C:9]2[CH:10]=[CH:11][C:12]([O:23][CH3:20])=[CH:13][CH:14]=2)=[C:7]([NH2:8])[NH:19][N:18]=1. (5) The product is: [F:1][C:2]([F:11])([F:12])[O:3][C:4]1[CH:5]=[C:6]([CH:7]=[CH:8][CH:9]=1)[O:10][CH2:14][CH2:15][OH:16]. Given the reactants [F:1][C:2]([F:12])([F:11])[O:3][C:4]1[CH:5]=[C:6]([OH:10])[CH:7]=[CH:8][CH:9]=1.Br[CH2:14][CH2:15][OH:16].C(=O)([O-])[O-].[K+].[K+], predict the reaction product. (6) Given the reactants [N:1]1[CH:6]=[CH:5][C:4]([C:7]2[N:11]3[CH:12]=[CH:13][CH:14]=[CH:15][C:10]3=[N:9][C:8]=2[C:16](OCC)=[O:17])=[CH:3][CH:2]=1.[BH4-].[Li+].[OH-].[Na+].O, predict the reaction product. The product is: [N:1]1[CH:6]=[CH:5][C:4]([C:7]2[N:11]3[CH:12]=[CH:13][CH:14]=[CH:15][C:10]3=[N:9][C:8]=2[CH2:16][OH:17])=[CH:3][CH:2]=1. (7) Given the reactants C([N:8]1[C:17](=[O:18])[C:16]2[C:11](=[CH:12][C:13]([O:30][CH3:31])=[C:14]([O:19][CH:20]3[CH2:29][CH2:28][C:23]4([O:27][CH2:26][CH2:25][O:24]4)[CH2:22][CH2:21]3)[CH:15]=2)[N:10]=[CH:9]1)C1C=CC=CC=1.[H][H], predict the reaction product. The product is: [O:18]=[C:17]1[C:16]2[C:11](=[CH:12][C:13]([O:30][CH3:31])=[C:14]([O:19][CH:20]3[CH2:21][CH2:22][C:23]4([O:24][CH2:25][CH2:26][O:27]4)[CH2:28][CH2:29]3)[CH:15]=2)[N:10]=[CH:9][NH:8]1. (8) Given the reactants [NH2:1][C:2]1[CH:3]=[C:4]([SH:8])[CH:5]=[CH:6][CH:7]=1.[C:9](OC(=O)C)(=[O:11])[CH3:10].C(N(CC)CC)C, predict the reaction product. The product is: [SH:8][C:4]1[CH:3]=[C:2]([NH:1][C:9](=[O:11])[CH3:10])[CH:7]=[CH:6][CH:5]=1. (9) Given the reactants [F:1][C:2]([F:11])([F:10])[C:3]1[CH:8]=[CH:7][C:6](I)=[CH:5][CH:4]=1.[NH2:12][C@@H:13]([C:17]([OH:19])=[O:18])[CH:14]([CH3:16])[CH3:15].C(=O)([O-])[O-].[K+].[K+], predict the reaction product. The product is: [F:1][C:2]([F:11])([F:10])[C:3]1[CH:8]=[CH:7][C:6]([NH:12][C@@H:13]([C:17]([OH:19])=[O:18])[CH:14]([CH3:16])[CH3:15])=[CH:5][CH:4]=1. (10) Given the reactants [C:1]([N:8]([CH3:42])[CH:9]1[CH2:14][CH2:13][CH:12]([N:15]([CH2:30][C:31]2[CH:32]=[C:33](B(O)O)[CH:34]=[CH:35][C:36]=2[O:37][CH3:38])[C:16]([C:18]2[S:22][C:21]3[C:23]([F:28])=[CH:24][CH:25]=[C:26]([F:27])[C:20]=3[C:19]=2[Cl:29])=[O:17])[CH2:11][CH2:10]1)([O:3][C:4]([CH3:7])([CH3:6])[CH3:5])=[O:2].Cl.Br[C:45]1[CH:50]=[CH:49][N:48]=[CH:47][CH:46]=1, predict the reaction product. The product is: [C:4]([O:3][C:1](=[O:2])[N:8]([CH:9]1[CH2:10][CH2:11][CH:12]([N:15]([C:16]([C:18]2[S:22][C:21]3[C:23]([F:28])=[CH:24][CH:25]=[C:26]([F:27])[C:20]=3[C:19]=2[Cl:29])=[O:17])[CH2:30][C:31]2[CH:32]=[C:33]([C:45]3[CH:50]=[CH:49][N:48]=[CH:47][CH:46]=3)[CH:34]=[CH:35][C:36]=2[O:37][CH3:38])[CH2:13][CH2:14]1)[CH3:42])([CH3:5])([CH3:7])[CH3:6].